This data is from Full USPTO retrosynthesis dataset with 1.9M reactions from patents (1976-2016). The task is: Predict the reactants needed to synthesize the given product. (1) Given the product [F:22][C:19]1[CH:18]=[CH:17][C:16]([O:15][C:5]([CH3:14])([CH2:6][C:7]2[CH:8]=[CH:9][C:10]([O:13][CH2:38][CH2:37][C:26]3[N:27]=[C:28]([C:30]4([CH3:36])[CH2:35][CH2:34][CH2:33][CH2:32][CH2:31]4)[O:29][C:25]=3[CH3:24])=[CH:11][CH:12]=2)[C:4]([OH:3])=[O:23])=[CH:21][CH:20]=1, predict the reactants needed to synthesize it. The reactants are: C([O:3][C:4](=[O:23])[C:5]([O:15][C:16]1[CH:21]=[CH:20][C:19]([F:22])=[CH:18][CH:17]=1)([CH3:14])[CH2:6][C:7]1[CH:12]=[CH:11][C:10]([OH:13])=[CH:9][CH:8]=1)C.[CH3:24][C:25]1[O:29][C:28]([C:30]2([CH3:36])[CH2:35][CH2:34][CH2:33][CH2:32][CH2:31]2)=[N:27][C:26]=1[CH2:37][CH2:38]OS(C1C=CC(C)=CC=1)(=O)=O. (2) Given the product [N:19]([CH2:13][C@H:10]1[CH2:11][CH2:12][N:8]([CH2:1][C:2]2[CH:7]=[CH:6][CH:5]=[CH:4][CH:3]=2)[C@H:9]1[C:15]([O:17][CH3:18])=[O:16])=[N+:20]=[N-:21], predict the reactants needed to synthesize it. The reactants are: [CH2:1]([N:8]1[CH2:12][CH2:11][C@H:10]([CH2:13]I)[C@@H:9]1[C:15]([O:17][CH3:18])=[O:16])[C:2]1[CH:7]=[CH:6][CH:5]=[CH:4][CH:3]=1.[N-:19]=[N+:20]=[N-:21].[Na+]. (3) Given the product [O:27]=[C:15]([N:16]1[CH2:19][CH:18]([O:20][CH2:21][C:22]2[S:23][CH:24]=[CH:25][CH:26]=2)[CH2:17]1)/[CH:14]=[CH:13]/[C:11]1[CH:10]=[N:9][C:7]2[NH:8][C:2](=[O:1])[CH2:3][NH:4][CH2:5][C:6]=2[CH:12]=1, predict the reactants needed to synthesize it. The reactants are: [O:1]=[C:2]1[NH:8][C:7]2[N:9]=[CH:10][C:11](/[CH:13]=[CH:14]/[C:15](=[O:27])[N:16]3[CH2:19][CH:18]([O:20][CH2:21][C:22]4[S:23][CH:24]=[CH:25][CH:26]=4)[CH2:17]3)=[CH:12][C:6]=2[CH2:5][N:4](C(OCC(Cl)C)=O)[CH2:3]1. (4) The reactants are: C([O:8][C:9]1[CH:10]=[C:11]([CH:20]=[CH:21][CH:22]=1)[O:12][Si:13]([C:16]([CH3:19])([CH3:18])[CH3:17])([CH3:15])[CH3:14])C1C=CC=CC=1. Given the product [C:16]([Si:13]([CH3:15])([CH3:14])[O:12][CH:11]1[CH2:20][CH2:21][CH2:22][CH:9]([OH:8])[CH2:10]1)([CH3:19])([CH3:18])[CH3:17], predict the reactants needed to synthesize it. (5) The reactants are: [CH:1]1([CH2:4][O:5][C:6]2[CH:11]=[CH:10][C:9]([C:12]3([CH3:17])[O:16][CH2:15][CH2:14][O:13]3)=[CH:8][C:7]=2[C:18]2[C:19]3[NH:26][C:25]([CH3:27])=[C:24]([C:28]([O:30][CH2:31][CH3:32])=[O:29])[C:20]=3[N:21]=[CH:22][N:23]=2)[CH2:3][CH2:2]1.Cl[CH2:34][O:35][CH2:36][CH2:37][Si:38]([CH3:41])([CH3:40])[CH3:39]. Given the product [CH:1]1([CH2:4][O:5][C:6]2[CH:11]=[CH:10][C:9]([C:12]3([CH3:17])[O:13][CH2:14][CH2:15][O:16]3)=[CH:8][C:7]=2[C:18]2[C:19]3[N:26]([CH2:34][O:35][CH2:36][CH2:37][Si:38]([CH3:41])([CH3:40])[CH3:39])[C:25]([CH3:27])=[C:24]([C:28]([O:30][CH2:31][CH3:32])=[O:29])[C:20]=3[N:21]=[CH:22][N:23]=2)[CH2:3][CH2:2]1, predict the reactants needed to synthesize it. (6) Given the product [NH2:5][C:6]1[CH:13]=[C:12]([NH:4][CH:1]([CH3:3])[CH3:2])[C:9]([C:10]#[N:11])=[CH:8][N:7]=1, predict the reactants needed to synthesize it. The reactants are: [CH:1]([NH2:4])([CH3:3])[CH3:2].[NH2:5][C:6]1[CH:13]=[C:12](F)[C:9]([C:10]#[N:11])=[CH:8][N:7]=1.C(N(C(C)C)CC)(C)C. (7) Given the product [NH2:12][C:13]1[CH:22]=[CH:21][C:16]([S:17]([NH:23][C:5]2[CH:4]=[C:3]([CH2:2][NH2:1])[CH:8]=[CH:7][N:6]=2)(=[O:19])=[O:18])=[CH:15][CH:14]=1, predict the reactants needed to synthesize it. The reactants are: [NH2:1][CH2:2][C:3]1[CH:8]=[CH:7][N:6]=[CH:5][CH:4]=1.C([NH:12][C:13]1[CH:22]=[CH:21][C:16]([S:17](Cl)(=[O:19])=[O:18])=[CH:15][CH:14]=1)(=O)C.[N:23]1C=CC=CC=1. (8) Given the product [OH-:10].[CH3:2][N+:3]([CH3:9])([CH3:8])[CH2:4][CH2:5][CH2:6][CH3:7], predict the reactants needed to synthesize it. The reactants are: [I-].[CH3:2][N+:3]([CH3:9])([CH3:8])[CH2:4][CH2:5][CH2:6][CH3:7].[OH2:10]. (9) Given the product [CH2:1]([O:5][C:6]1[CH:11]=[C:10]([N:21]2[CH2:22][CH:23]([CH3:24])[CH:19]([CH3:18])[CH2:20]2)[N:9]=[CH:8][N:7]=1)[C:2]#[C:3][CH3:4], predict the reactants needed to synthesize it. The reactants are: [CH2:1]([O:5][C:6]1[CH:11]=[C:10](Cl)[N:9]=[CH:8][N:7]=1)[C:2]#[C:3][CH3:4].C(=O)([O-])[O-].Cl.[CH3:18][CH:19]1[CH:23]([CH3:24])[CH2:22][NH:21][CH2:20]1.[Cl-].[NH4+].